The task is: Predict the product of the given reaction.. This data is from Forward reaction prediction with 1.9M reactions from USPTO patents (1976-2016). (1) Given the reactants Br[C:2]1[C:7]2[S:8][C:9]([C:11]3[C:16]([F:17])=[CH:15][CH:14]=[CH:13][C:12]=3[Cl:18])=[N:10][C:6]=2[CH:5]=[CH:4][N:3]=1.C[C:20]1[N:25]=[C:24](N)[CH:23]=[C:22]([N:27]2CCOCC2)[N:21]=1.CC1(C)[C:60]2[C:55](=C(P(C3C=CC=CC=3)C3C=CC=CC=3)C=CC=2)[O:54]C2C(P(C3C=CC=CC=3)C3C=CC=CC=3)=CC=CC1=2.C([O-])([O-])=[O:76].[Cs+].[Cs+], predict the reaction product. The product is: [Cl:18][C:12]1[CH:13]=[CH:14][CH:15]=[C:16]([F:17])[C:11]=1[C:9]1[S:8][C:7]2[C:2]([NH:27][C:22]3[N:21]=[CH:20][N:25]=[C:24]([CH:60]([OH:76])[CH2:55][OH:54])[CH:23]=3)=[N:3][CH:4]=[CH:5][C:6]=2[N:10]=1. (2) Given the reactants [F:1][C:2]1[CH:9]=[C:8]([O:10][CH3:11])[C:7]([O:12][CH3:13])=[CH:6][C:3]=1[CH:4]=[O:5].[H-].[Na+].[Cl:16][C:17]1[C:27]([Cl:28])=[CH:26][C:20]2[NH:21][C:22](CCl)=[N:23][C:19]=2[CH:18]=1, predict the reaction product. The product is: [Cl:28][C:27]1[C:17]([Cl:16])=[CH:18][C:19]2[N:23]=[C:22]([CH2:11][O:10][C:8]3[C:7]([O:12][CH3:13])=[CH:6][C:3]([CH:4]=[O:5])=[C:2]([F:1])[CH:9]=3)[NH:21][C:20]=2[CH:26]=1. (3) Given the reactants C(=O)([O-])[O-].[K+].[K+].I[CH2:8][CH2:9][OH:10].[F:11][C:12]1[CH:13]=[C:14]([I:28])[CH:15]=[C:16]2[C:21]=1[NH:20][CH:19]=[C:18]([C:22]([O:24][CH2:25][CH3:26])=[O:23])[C:17]2=[O:27], predict the reaction product. The product is: [F:11][C:12]1[CH:13]=[C:14]([I:28])[CH:15]=[C:16]2[C:21]=1[N:20]([CH2:8][CH2:9][OH:10])[CH:19]=[C:18]([C:22]([O:24][CH2:25][CH3:26])=[O:23])[C:17]2=[O:27].